This data is from Experimentally validated miRNA-target interactions with 360,000+ pairs, plus equal number of negative samples. The task is: Binary Classification. Given a miRNA mature sequence and a target amino acid sequence, predict their likelihood of interaction. (1) The miRNA is hsa-miR-181a-5p with sequence AACAUUCAACGCUGUCGGUGAGU. The protein sequence of the target gene is MKLLHVFLLFLCFHLRFCKVTYTSQEDLVEKKCLAKKYTHLSCDKVFCQPWQRCIEGTCVCKLPYQCPKNGTAVCATNRRSFPTYCQQKSLECLHPGTKFLNNGTCTAEGKFSVSLKHGNTDSEGIVEVKLVDQDKTMFICKSSWSMREANVACLDLGFQQGADTQRRFKLSDLSINSTECLHVHCRGLETSLAECTFTKRRTMGYQDFADVVCYTQKADSPMDDFFQCVNGKYISQMKACDGINDCGDQSDELCCKACQGKGFHCKSGVCIPSQYQCNGEVDCITGEDEVGCAGFASVT.... Result: 1 (interaction). (2) The miRNA is hsa-miR-1251-3p with sequence CGCUUUGCUCAGCCAGUGUAG. The protein sequence of the target gene is MLRTAMGLRSWLAAPWGALPPRPPLLLLLLLLLLLQPPPPTWALSPRISLPLGSEERPFLRFEAEHISNYTALLLSRDGRTLYVGAREALFALSSNLSFLPGGEYQELLWGADAEKKQQCSFKGKDPQRDCQNYIKILLPLSGSHLFTCGTAAFSPMCTYINMENFTLARDEKGNVLLEDGKGRCPFDPNFKSTALVVDGELYTGTVSSFQGNDPAISRSQSLRPTKTESSLNWLQDPAFVASAYIPESLGSLQGDDDKIYFFFSETGQEFEFFENTIVSRIARICKGDEGGERVLQQRW.... Result: 0 (no interaction). (3) The miRNA is hsa-miR-4429 with sequence AAAAGCUGGGCUGAGAGGCG. The protein sequence of the target gene is MLGITVLAALLACASSCGVPSFPPNLSARVVGGEDARPHSWPWQISLQYLKNDTWRHTCGGTLIASNFVLTAAHCISNTRTYRVAVGKNNLEVEDEEGSLFVGVDTIHVHKRWNALLLRNDIALIKLAEHVELSDTIQVACLPEKDSLLPKDYPCYVTGWGRLWTNGPIADKLQQGLQPVVDHATCSRIDWWGFRVKKTMVCAGGDGVISACNGDSGGPLNCQLENGSWEVFGIVSFGSRRGCNTRKKPVVYTRVSAYIDWINEKMQL. Result: 1 (interaction). (4) The miRNA is hsa-miR-3196 with sequence CGGGGCGGCAGGGGCCUC. The protein sequence of the target gene is MCCSERLLGLPQPVEMEAPDEAEGLPSKQKEMPPPPPPSPPSEPAQKLPPQGAGSHSLTVRSSLCLFAASQFLLACGVLWLSGHGHSWLQNTTDLISSSLTVLNHLGPVAWLGSGTWGIPSLLLVSLTVSLVIVTTLVWHLLKAPPEPPAPLPPEDRRQSVSRQPSFTYSEWMEEKVEDDFLDLDAVPETPVFDCVMDIKPETDPASLTVKSMGLQERRGSNVSLTLDMCTPGCNEEGFGYLVSPREESAHEYLLSASRVLRAEELHEKALDPFLLQAEFFEIPMNFVDPKEYDIPGLVR.... Result: 0 (no interaction). (5) The miRNA is hsa-miR-3934-3p with sequence UGCUCAGGUUGCACAGCUGGGA. The protein sequence of the target gene is MGEWAFLGSLLDAVQLQSPLVGRLWLVVMLIFRILVLATVGGAVFEDEQEEFVCNTLQPGCRQTCYDRAFPVSHYRFWLFHILLLSAPPVLFVVYSMHRAGKEAGGAEAAAQCAPGLPEAQCAPCALRARRARRCYLLSVALRLLAELTFLGGQALLYGFRVAPHFACAGPPCPHTVDCFVSRPTEKTVFVLFYFAVGLLSALLSVAELGHLLWKGRPRAGERDNRCNRAHEEAQKLLPPPPPPPPPPALPSRRPGPEPCAPPAYAHPAPASLRECGSGRGKASPATGRRDLAI. Result: 0 (no interaction).